Predict the reactants needed to synthesize the given product. From a dataset of Full USPTO retrosynthesis dataset with 1.9M reactions from patents (1976-2016). (1) Given the product [Cl:13][C:12]1[C:7]([C:37]2[CH:38]=[CH:39][N:34]=[CH:35][CH:36]=2)=[C:8]([C:14]2[CH:19]=[CH:18][C:17]([O:20][CH2:21][C:22]3[CH:31]=[CH:30][C:29]4[C:24](=[CH:25][CH:26]=[CH:27][CH:28]=4)[N:23]=3)=[CH:16][CH:15]=2)[CH:9]=[CH:10][CH:11]=1, predict the reactants needed to synthesize it. The reactants are: FC(F)(F)S(O[C:7]1[C:12]([Cl:13])=[CH:11][CH:10]=[CH:9][C:8]=1[C:14]1[CH:19]=[CH:18][C:17]([O:20][CH2:21][C:22]2[CH:31]=[CH:30][C:29]3[C:24](=[CH:25][CH:26]=[CH:27][CH:28]=3)[N:23]=2)=[CH:16][CH:15]=1)(=O)=O.[N:34]1[CH:39]=[CH:38][C:37](B(O)O)=[CH:36][CH:35]=1.C([O-])([O-])=O.[Na+].[Na+]. (2) Given the product [CH:14]([O:17][C:2]1[CH:7]=[CH:6][C:5]([N+:8]([O-:10])=[O:9])=[C:4]([N+:11]([O-:13])=[O:12])[CH:3]=1)([CH3:16])[CH3:15], predict the reactants needed to synthesize it. The reactants are: F[C:2]1[CH:7]=[CH:6][C:5]([N+:8]([O-:10])=[O:9])=[C:4]([N+:11]([O-:13])=[O:12])[CH:3]=1.[CH:14]([OH:17])([CH3:16])[CH3:15].[H-].[Na+]. (3) Given the product [Cl:1][C:2]1[CH:34]=[CH:33][CH:32]=[C:31]([F:35])[C:3]=1[CH2:4][N:5]1[C:13]2[C:12](=[O:14])[N:11]([CH2:15][CH2:16][C:17]([OH:19])=[O:18])[C:10](=[O:21])[N:9]([CH:22]([CH3:24])[CH3:23])[C:8]=2[N:7]=[C:6]1[N:25]1[CH2:30][CH2:29][CH2:28][CH2:27][CH2:26]1, predict the reactants needed to synthesize it. The reactants are: [Cl:1][C:2]1[CH:34]=[CH:33][CH:32]=[C:31]([F:35])[C:3]=1[CH2:4][N:5]1[C:13]2[C:12](=[O:14])[N:11]([CH2:15][CH2:16][C:17]([O:19]C)=[O:18])[C:10](=[O:21])[N:9]([CH:22]([CH3:24])[CH3:23])[C:8]=2[N:7]=[C:6]1[N:25]1[CH2:30][CH2:29][CH2:28][CH2:27][CH2:26]1.O.[Li+].[OH-]. (4) Given the product [Br:1][C:2]1[CH:7]=[CH:6][C:5]([CH:8]([CH3:26])[C:9]([C:11]2[C:20]3[O:19][CH2:18][C:17](=[O:21])[N:16]([CH3:22])[C:15]=3[CH:14]=[CH:13][CH:12]=2)=[O:10])=[C:4]([Cl:23])[CH:3]=1, predict the reactants needed to synthesize it. The reactants are: [Br:1][C:2]1[CH:7]=[CH:6][C:5]([CH2:8][C:9]([C:11]2[C:20]3[O:19][CH2:18][C:17](=[O:21])[N:16]([CH3:22])[C:15]=3[CH:14]=[CH:13][CH:12]=2)=[O:10])=[C:4]([Cl:23])[CH:3]=1.[H-].[Na+].[CH3:26]I. (5) Given the product [O:36]1[C:28]2[CH:27]=[CH:26][C:31]([CH2:32][N:18]3[CH2:19][C@H:15]([N:6]([C:4](=[O:5])[CH2:3][C:2]([CH3:1])([CH3:25])[CH3:24])[CH2:32][C:31]4[CH:26]=[CH:27][CH:28]=[C:29]([O:34][CH3:35])[CH:30]=4)[CH2:16][C@H:17]3[C:20]([O:22][CH3:23])=[O:21])=[CH:30][C:29]=2[O:34][CH2:35]1, predict the reactants needed to synthesize it. The reactants are: [CH3:1][C:2]([CH3:25])([CH3:24])[CH2:3][C:4]([N:6]([C@H:15]1[CH2:19][NH:18][C@H:17]([C:20]([O:22][CH3:23])=[O:21])[CH2:16]1)C1C=CC=C(OC)C=1)=[O:5].[CH:26]1[C:31]([CH:32]=O)=[CH:30][C:29]2[O:34][CH2:35][O:36][C:28]=2[CH:27]=1.C([BH3-])#N.[Na+]. (6) Given the product [O:18]1[CH:19]=[CH:20][CH:21]=[C:17]1[C:4]1[N:5]=[C:6]([NH:8][C:9]([C:11]2[CH:16]=[CH:15][N:14]=[CH:13][CH:12]=2)=[O:10])[S:7][C:3]=1[CH2:1][N:22]1[CH2:27][CH2:26][O:25][CH2:24][CH2:23]1, predict the reactants needed to synthesize it. The reactants are: [CH:1]([C:3]1[S:7][C:6]([NH:8][C:9]([C:11]2[CH:16]=[CH:15][N:14]=[CH:13][CH:12]=2)=[O:10])=[N:5][C:4]=1[C:17]1[O:18][CH:19]=[CH:20][CH:21]=1)=O.[NH:22]1[CH2:27][CH2:26][O:25][CH2:24][CH2:23]1.C(O[BH-](OC(=O)C)OC(=O)C)(=O)C.[Na+].O. (7) The reactants are: [N:1]1([C:7]2[N:8]=[C:9]([CH2:14][C:15]([O-:17])=O)[NH:10][C:11](=[S:13])[CH:12]=2)[CH2:6][CH2:5][O:4][CH2:3][CH2:2]1.[Na+].[CH3:19][C@@H:20]1[CH2:28][C:27]2[C:22](=[CH:23][CH:24]=[CH:25][CH:26]=2)[NH:21]1. Given the product [CH3:19][C@@H:20]1[CH2:28][C:27]2[C:22](=[CH:23][CH:24]=[CH:25][CH:26]=2)[N:21]1[C:15](=[O:17])[CH2:14][C:9]1[NH:10][C:11](=[S:13])[CH:12]=[C:7]([N:1]2[CH2:2][CH2:3][O:4][CH2:5][CH2:6]2)[N:8]=1, predict the reactants needed to synthesize it. (8) Given the product [Cl:1][C:2]1[CH:3]=[C:4]2[C:8](=[CH:9][CH:10]=1)[NH:7][CH:6]=[C:5]2[CH:11]1[CH2:16][CH2:15][N:14]([C:17]([O:19][C:20]([CH3:23])([CH3:22])[CH3:21])=[O:18])[CH2:13][CH2:12]1, predict the reactants needed to synthesize it. The reactants are: [Cl:1][C:2]1[CH:3]=[C:4]2[C:8](=[CH:9][CH:10]=1)[NH:7][CH:6]=[C:5]2[C:11]1[CH2:16][CH2:15][N:14]([C:17]([O:19][C:20]([CH3:23])([CH3:22])[CH3:21])=[O:18])[CH2:13][CH:12]=1.C(O)C.